This data is from NCI-60 drug combinations with 297,098 pairs across 59 cell lines. The task is: Regression. Given two drug SMILES strings and cell line genomic features, predict the synergy score measuring deviation from expected non-interaction effect. (1) Drug 1: CS(=O)(=O)C1=CC(=C(C=C1)C(=O)NC2=CC(=C(C=C2)Cl)C3=CC=CC=N3)Cl. Drug 2: CC12CCC(CC1=CCC3C2CCC4(C3CC=C4C5=CN=CC=C5)C)O. Cell line: HCT116. Synergy scores: CSS=10.4, Synergy_ZIP=2.11, Synergy_Bliss=4.98, Synergy_Loewe=1.34, Synergy_HSA=3.64. (2) Drug 1: CCCS(=O)(=O)NC1=C(C(=C(C=C1)F)C(=O)C2=CNC3=C2C=C(C=N3)C4=CC=C(C=C4)Cl)F. Drug 2: C1=CN(C=N1)CC(O)(P(=O)(O)O)P(=O)(O)O. Cell line: SN12C. Synergy scores: CSS=3.82, Synergy_ZIP=0.998, Synergy_Bliss=4.52, Synergy_Loewe=0.936, Synergy_HSA=2.08.